This data is from Cav3 T-type calcium channel HTS with 100,875 compounds. The task is: Binary Classification. Given a drug SMILES string, predict its activity (active/inactive) in a high-throughput screening assay against a specified biological target. (1) The molecule is Clc1ccc(CSc2[nH]ncn2)cc1. The result is 0 (inactive). (2) The molecule is O1C(CCC1)CNC(=O)c1cc(N(C)C)ccc1. The result is 0 (inactive). (3) The compound is S(=O)(=O)(N1C(C=C(c2c1ccc(c2)C)C)(C)C)c1ccc(cc1)C. The result is 0 (inactive). (4) The result is 0 (inactive). The molecule is S(=O)(=O)(N1CCN(CC1)c1c(OC)cccc1)/C=C\c1ccccc1. (5) The drug is Clc1c(c2nc(on2)CCNC(=O)c2ccccc2)cccc1. The result is 0 (inactive).